Dataset: Reaction yield outcomes from USPTO patents with 853,638 reactions. Task: Predict the reaction yield, written as a fraction of the theoretical maximum amount of product (1.0 means a 100% yield; for example, 0.34 means a 34% yield). (1) The product is [C:27]([O:31][C:32]([N:34]1[CH:39]([C:40]2[NH:44][C:43]3[CH:45]=[C:46]([C:49]4[CH:54]=[CH:53][C:52]([C:23]5[CH:22]=[CH:21][C:20]([C:17]6[NH:16][C:15]([CH:14]7[CH2:13][C:10]8([CH2:11][CH2:12]8)[CH2:9][N:8]7[C:6]([O:5][C:1]([CH3:3])([CH3:2])[CH3:4])=[O:7])=[N:19][CH:18]=6)=[CH:25][CH:24]=5)=[CH:51][CH:50]=4)[CH:47]=[CH:48][C:42]=3[N:41]=2)[CH:38]2[CH2:64][CH:35]1[CH2:36][CH2:37]2)=[O:33])([CH3:30])([CH3:28])[CH3:29]. The reactants are [C:1]([O:5][C:6]([N:8]1[CH:14]([C:15]2[NH:16][C:17]([C:20]3[CH:25]=[CH:24][C:23](Br)=[CH:22][CH:21]=3)=[CH:18][N:19]=2)[CH2:13][C:10]2([CH2:12][CH2:11]2)[CH2:9]1)=[O:7])([CH3:4])([CH3:3])[CH3:2].[C:27]([O:31][C:32]([N:34]1[CH:39]([C:40]2[NH:44][C:43]3[CH:45]=[C:46]([C:49]4[CH:54]=[CH:53][C:52](B5OC(C)(C)C(C)(C)O5)=[CH:51][CH:50]=4)[CH:47]=[CH:48][C:42]=3[N:41]=2)[CH:38]2[CH2:64][CH:35]1[CH2:36][CH2:37]2)=[O:33])([CH3:30])([CH3:29])[CH3:28].C(=O)([O-])[O-].[K+].[K+]. The catalyst is COCCOC.C(OCC)(=O)C.C1C=CC([P]([Pd]([P](C2C=CC=CC=2)(C2C=CC=CC=2)C2C=CC=CC=2)([P](C2C=CC=CC=2)(C2C=CC=CC=2)C2C=CC=CC=2)[P](C2C=CC=CC=2)(C2C=CC=CC=2)C2C=CC=CC=2)(C2C=CC=CC=2)C2C=CC=CC=2)=CC=1. The yield is 0.260. (2) The reactants are [CH:1]#[C:2][CH2:3][CH2:4][CH2:5][CH2:6][CH2:7][CH3:8].[I:9]C1C=CC(OC)=CC=1.CN(C=O)C. The catalyst is C1COCC1.[Zn+2].[Br-].[Br-].C1C=CC([P]([Pd]([P](C2C=CC=CC=2)(C2C=CC=CC=2)C2C=CC=CC=2)([P](C2C=CC=CC=2)(C2C=CC=CC=2)C2C=CC=CC=2)[P](C2C=CC=CC=2)(C2C=CC=CC=2)C2C=CC=CC=2)(C2C=CC=CC=2)C2C=CC=CC=2)=CC=1. The product is [I:9]/[CH:1]=[CH:2]/[CH2:3][CH2:4][CH2:5][CH2:6][CH2:7][CH3:8]. The yield is 0.380. (3) The reactants are [CH2:1]([C:8]1[N:13]=[C:12]([O:14]C)[CH:11]=[CH:10][N:9]=1)[C:2]1[CH:7]=[CH:6][CH:5]=[CH:4][CH:3]=1.Br.[OH-].[Na+]. The catalyst is CC(O)=O.O. The product is [CH2:1]([C:8]1[NH:13][C:12](=[O:14])[CH:11]=[CH:10][N:9]=1)[C:2]1[CH:3]=[CH:4][CH:5]=[CH:6][CH:7]=1. The yield is 0.850.